From a dataset of Reaction yield outcomes from USPTO patents with 853,638 reactions. Predict the reaction yield, written as a fraction of the theoretical maximum amount of product (1.0 means a 100% yield; for example, 0.34 means a 34% yield). (1) The reactants are [F:1][C:2]1[CH:7]=[CH:6][CH:5]=[C:4]([F:8])[C:3]=1[N:9]1[C:14]2[N:15]=[C:16](S(C)(=O)=O)[N:17]=[C:18]([C:19]3[CH:24]=[CH:23][C:22]([F:25])=[CH:21][C:20]=3[CH3:26])[C:13]=2[CH:12]=[CH:11][C:10]1=[O:31].[NH2:32][CH2:33][CH2:34][C:35]1[N:39]=[CH:38][NH:37][CH:36]=1. No catalyst specified. The product is [F:1][C:2]1[CH:7]=[CH:6][CH:5]=[C:4]([F:8])[C:3]=1[N:9]1[C:14]2[N:15]=[C:16]([NH:32][CH2:33][CH2:34][C:35]3[N:39]=[CH:38][NH:37][CH:36]=3)[N:17]=[C:18]([C:19]3[CH:24]=[CH:23][C:22]([F:25])=[CH:21][C:20]=3[CH3:26])[C:13]=2[CH:12]=[CH:11][C:10]1=[O:31]. The yield is 0.310. (2) The reactants are N1(C[C:8](O)=[O:9])CCCCC1.C(O)(=O)C.N1[CH2:20][CH2:19][CH2:18][CH2:17][CH2:16]1.[C:21]([CH2:23][C:24]([NH2:26])=[O:25])#[N:22]. The catalyst is O. The product is [O:25]=[C:24]1[NH:26][C:18]2[CH2:19][CH2:20][O:9][CH2:8][C:17]=2[CH:16]=[C:23]1[C:21]#[N:22]. The yield is 0.200. (3) The reactants are [CH3:1][C:2]1[CH2:7][CH2:6][CH2:5][C:4]([CH3:9])([CH3:8])[C:3]=1[CH2:10][CH2:11][CH2:12][CH2:13][CH2:14][CH2:15][CH2:16][CH2:17][C:18]([O:20]CC)=[O:19].[OH-].[K+].O. The catalyst is C(O)C. The product is [CH3:1][C:2]1[CH2:7][CH2:6][CH2:5][C:4]([CH3:8])([CH3:9])[C:3]=1[CH2:10][CH2:11][CH2:12][CH2:13][CH2:14][CH2:15][CH2:16][CH2:17][C:18]([OH:20])=[O:19]. The yield is 0.920. (4) The reactants are Cl.[CH2:2]([O:4][C:5]([C@@H:7]1[CH2:12][CH2:11][CH2:10][CH2:9][C@@H:8]1[NH2:13])=[O:6])[CH3:3].[C:14]1(=O)[CH2:19][CH2:18][CH2:17][CH2:16][CH2:15]1.C([BH3-])#N.[Na+].C(=O)(O)[O-].[Na+]. The yield is 0.624. The catalyst is CO.C(O)(=O)C. The product is [CH2:2]([O:4][C:5]([CH:7]1[CH2:12][CH2:11][CH2:10][CH2:9][CH:8]1[NH:13][CH:14]1[CH2:19][CH2:18][CH2:17][CH2:16][CH2:15]1)=[O:6])[CH3:3]. (5) The reactants are C(NC(C)C)(C)C.[CH2:8]([Li])[CH2:9][CH2:10][CH3:11].[CH:13]1([C:18]([O:20][CH3:21])=[O:19])[CH2:17][CH2:16][CH2:15][CH2:14]1.BrCCC=C.[Cl-].[NH4+]. The catalyst is C1COCC1. The product is [CH3:21][O:20][C:18]([C:13]1([CH2:11][CH2:10][CH:9]=[CH2:8])[CH2:17][CH2:16][CH2:15][CH2:14]1)=[O:19]. The yield is 0.530. (6) The reactants are [Br:1][C:2]1[C:7]([OH:8])=[CH:6][CH:5]=[C:4]([CH3:9])[C:3]=1[CH:10]([OH:15])[C:11]([O:13][CH3:14])=[O:12].C(=O)([O-])[O-].[Cs+].[Cs+].[I-].[Na+]. The catalyst is CC(C)=O. The product is [CH2:10]([O:8][C:7]1[C:2]([Br:1])=[C:3]([CH:10]([OH:15])[C:11]([O:13][CH3:14])=[O:12])[C:4]([CH3:9])=[CH:5][CH:6]=1)[C:3]1[CH:4]=[CH:5][CH:6]=[CH:7][CH:2]=1. The yield is 0.690.